This data is from Catalyst prediction with 721,799 reactions and 888 catalyst types from USPTO. The task is: Predict which catalyst facilitates the given reaction. (1) Reactant: [Cl:1][C:2]1[C:3]([N:13]2[CH2:18][CH2:17][NH:16][CH2:15][CH2:14]2)=[N:4][CH:5]=[C:6]([CH:12]=1)[C:7]([O:9][CH2:10][CH3:11])=[O:8].[CH3:19][C:20]1[CH:25]=[CH:24][CH:23]=[CH:22][C:21]=1[S:26]([N:29]=[C:30]=[O:31])(=[O:28])=[O:27]. Product: [Cl:1][C:2]1[C:3]([N:13]2[CH2:18][CH2:17][N:16]([C:30]([NH:29][S:26]([C:21]3[CH:22]=[CH:23][CH:24]=[CH:25][C:20]=3[CH3:19])(=[O:28])=[O:27])=[O:31])[CH2:15][CH2:14]2)=[N:4][CH:5]=[C:6]([CH:12]=1)[C:7]([O:9][CH2:10][CH3:11])=[O:8]. The catalyst class is: 2. (2) Reactant: C(Cl)(=O)C(Cl)=O.[Cl:7][C:8]1[C:9]([Cl:17])=[N:10][CH:11]=[C:12]([CH:16]=1)[C:13]([OH:15])=O.Cl.O1CCOCC1.[NH:25]1[CH2:29][CH2:28][CH2:27][CH2:26]1.C(N(CC)CC)C. Product: [Cl:17][C:9]1[C:8]([Cl:7])=[CH:16][C:12]([C:13]([N:25]2[CH2:29][CH2:28][CH2:27][CH2:26]2)=[O:15])=[CH:11][N:10]=1. The catalyst class is: 2. (3) Reactant: [CH2:1]([O:8][C@@H:9]1[C@@H:24]([OH:25])[C@@H:23]([OH:26])[C@@H:12]2[O:13][CH:14]([C:17]3[CH:22]=[CH:21][CH:20]=[CH:19][CH:18]=3)[O:15][CH2:16][C@H:11]2[O:10]1)[C:2]1[CH:7]=[CH:6][CH:5]=[CH:4][CH:3]=1.N1C=NCC=1.[C:32]([Si:36](Cl)([CH3:38])[CH3:37])([CH3:35])([CH3:34])[CH3:33]. Product: [CH2:1]([O:8][C@H:9]1[O:10][C@H:11]2[C@@H:12]([O:13][C@H:14]([C:17]3[CH:22]=[CH:21][CH:20]=[CH:19][CH:18]=3)[O:15][CH2:16]2)[C@H:23]([O:26][Si:36]([C:32]([CH3:35])([CH3:34])[CH3:33])([CH3:38])[CH3:37])[C@@H:24]1[OH:25])[C:2]1[CH:3]=[CH:4][CH:5]=[CH:6][CH:7]=1. The catalyst class is: 3. (4) Reactant: OCCO[C:5]1[CH:14]=[CH:13][C:8]([O:9]CCO)=[CH:7][CH:6]=1.C(N([CH2:20][CH3:21])CC)C. Product: [C:8]1(=[O:9])[C:7]2[C:6]([C:7]3[C:20]([CH:21]=2)=[CH:13][CH:14]=[CH:5][CH:6]=3)=[CH:5][CH:14]=[CH:13]1. The catalyst class is: 1. (5) Reactant: [CH:1]1[C:14]2[C:5](=[CH:6][C:7]3[C:12]([C:13]=2[C:15]([N:17]2[CH2:22][CH2:21][CH:20]([N:23]4[CH2:35][C:27]5([C:31](=[O:32])[O:30][C:29]([CH3:34])([CH3:33])[CH2:28]5)[N:26](C(=O)C(F)(F)F)[CH2:25][CH2:24]4)[CH2:19][CH2:18]2)=[O:16])=[CH:11][CH:10]=[CH:9][CH:8]=3)[CH:4]=[CH:3][CH:2]=1.C(=O)([O-])[O-].[K+].[K+].Cl.C(=O)([O-])O.[Na+]. Product: [CH:1]1[C:14]2[C:5](=[CH:6][C:7]3[C:12]([C:13]=2[C:15]([N:17]2[CH2:18][CH2:19][CH:20]([N:23]4[CH2:35][C:27]5([C:31](=[O:32])[O:30][C:29]([CH3:33])([CH3:34])[CH2:28]5)[NH:26][CH2:25][CH2:24]4)[CH2:21][CH2:22]2)=[O:16])=[CH:11][CH:10]=[CH:9][CH:8]=3)[CH:4]=[CH:3][CH:2]=1. The catalyst class is: 5. (6) Product: [OH:10][C:7]1[CH:6]=[C:5]2[C:4](=[CH:9][CH:8]=1)[O:3][C:11]([C:5]1[CH:4]=[CH:9][C:8]([OH:1])=[C:7]([OH:10])[CH:6]=1)=[CH:12][C:11]2=[O:13]. Reactant: [OH-:1].[Li+].[OH:3][C:4]1[CH:9]=[CH:8][C:7]([OH:10])=[CH:6][C:5]=1[C:11](=[O:13])[CH3:12].Cl.B(Br)(Br)Br. The catalyst class is: 266. (7) Product: [CH3:13][C:6]1([CH3:14])[C:5]2[C:10](=[N:11][C:2]([O:35][CH2:34][CH2:33][CH2:32][CH2:31][N:28]3[CH2:29][CH2:30][N:25]([C:15]4[C:24]5[C:19](=[CH:20][CH:21]=[CH:22][CH:23]=5)[CH:18]=[CH:17][CH:16]=4)[CH2:26][CH2:27]3)=[CH:3][CH:4]=2)[NH:9][C:8](=[O:12])[CH2:7]1. Reactant: F[C:2]1[N:11]=[C:10]2[C:5]([C:6]([CH3:14])([CH3:13])[CH2:7][C:8](=[O:12])[NH:9]2)=[CH:4][CH:3]=1.[C:15]1([N:25]2[CH2:30][CH2:29][N:28]([CH2:31][CH2:32][CH2:33][CH2:34][OH:35])[CH2:27][CH2:26]2)[C:24]2[C:19](=[CH:20][CH:21]=[CH:22][CH:23]=2)[CH:18]=[CH:17][CH:16]=1.CC(C)([O-])C.[Na+]. The catalyst class is: 37. (8) Reactant: [NH2:1][C:2]1[N:3]=[C:4]([NH:20][C@H:21]2[CH2:25][CH2:24][N:23]([C:26](OC(C)(C)C)=[O:27])[CH2:22]2)[C:5]2[N:10]=[C:9]([CH2:11][CH2:12][C:13]3[CH:18]=[CH:17][C:16]([F:19])=[CH:15][CH:14]=3)[S:8][C:6]=2[N:7]=1.FC(F)(F)C(O)=O.C(N(C(C)C)CC)(C)C.[Cl:49][C:50]1[CH:60]=[CH:59][C:53]([O:54][CH2:55]C(Cl)=O)=[CH:52][CH:51]=1. Product: [NH2:1][C:2]1[N:3]=[C:4]([NH:20][C@H:21]2[CH2:25][CH2:24][N:23]([C:26](=[O:27])[CH2:55][O:54][C:53]3[CH:59]=[CH:60][C:50]([Cl:49])=[CH:51][CH:52]=3)[CH2:22]2)[C:5]2[N:10]=[C:9]([CH2:11][CH2:12][C:13]3[CH:14]=[CH:15][C:16]([F:19])=[CH:17][CH:18]=3)[S:8][C:6]=2[N:7]=1. The catalyst class is: 4.